The task is: Predict the product of the given reaction.. This data is from Forward reaction prediction with 1.9M reactions from USPTO patents (1976-2016). (1) Given the reactants Cl[C:2]1[CH:7]=[CH:6][N:5]2[N:8]=[CH:9][C:10]([CH:11]=[O:12])=[C:4]2[N:3]=1.[C:13]([C:16]1[S:20][C:19](B(O)O)=[CH:18][CH:17]=1)([OH:15])=[O:14].C(N(CC)CC)C, predict the reaction product. The product is: [CH:11]([C:10]1[CH:9]=[N:8][N:5]2[CH:6]=[CH:7][C:2]([C:19]3[S:20][C:16]([C:13]([OH:15])=[O:14])=[CH:17][CH:18]=3)=[N:3][C:4]=12)=[O:12]. (2) Given the reactants Cl[C:2]1[C:11]2[C:6](=[CH:7][C:8]([O:12][CH3:13])=[CH:9][CH:10]=2)[CH:5]=[C:4]([NH:14][C:15]2[CH:19]=[CH:18][NH:17][N:16]=2)[N:3]=1, predict the reaction product. The product is: [CH:8]([O:12][C:2]1[C:11]2[C:6](=[CH:7][C:8]([O:12][CH3:13])=[CH:9][CH:10]=2)[CH:5]=[C:4]([NH:14][C:15]2[CH:19]=[CH:18][NH:17][N:16]=2)[N:3]=1)([CH3:9])[CH3:7]. (3) Given the reactants Br[C:2]1[CH:3]=[C:4]([CH2:8][OH:9])[CH:5]=[N:6][CH:7]=1.[CH3:10][S:11]([O-:13])=[O:12].[Na+].N1CCC[C@H]1C(O)=O.[OH-].[Na+], predict the reaction product. The product is: [CH3:10][S:11]([C:2]1[CH:3]=[C:4]([CH2:8][OH:9])[CH:5]=[N:6][CH:7]=1)(=[O:13])=[O:12].